From a dataset of Reaction yield outcomes from USPTO patents with 853,638 reactions. Predict the reaction yield, written as a fraction of the theoretical maximum amount of product (1.0 means a 100% yield; for example, 0.34 means a 34% yield). (1) The reactants are C[C:2]1[CH:10]=[C:9]([NH:11][C:12](=[O:36])[NH:13][C:14]2[CH:19]=[CH:18][C:17]([C:20]3[N:25]=[C:24]([O:26][CH:27]([CH3:29])[CH3:28])[N:23]=[C:22]([N:30]4[CH2:35][CH2:34][O:33][CH2:32][CH2:31]4)[N:21]=3)=[CH:16][CH:15]=2)[CH:8]=[CH:7][C:3]=1[C:4]([OH:6])=O.[NH2:37][CH:38]1[CH2:43][CH2:42][N:41]([CH3:44])[CH2:40][CH2:39]1. No catalyst specified. The product is [CH:27]([O:26][C:24]1[N:23]=[C:22]([N:30]2[CH2:35][CH2:34][O:33][CH2:32][CH2:31]2)[N:21]=[C:20]([C:17]2[CH:18]=[CH:19][C:14]([NH:13][C:12]([NH:11][C:9]3[CH:10]=[CH:2][C:3]([C:4]([NH:37][CH:38]4[CH2:43][CH2:42][N:41]([CH3:44])[CH2:40][CH2:39]4)=[O:6])=[CH:7][CH:8]=3)=[O:36])=[CH:15][CH:16]=2)[N:25]=1)([CH3:28])[CH3:29]. The yield is 0.270. (2) The reactants are [CH2:1]([O:3][C:4](=[O:20])[C:5]1[CH:10]=[CH:9][C:8]([N:11]=[CH:12][C:13]2[CH:18]=[CH:17][C:16]([Br:19])=[CH:15][CH:14]=2)=[CH:7][CH:6]=1)[CH3:2].O.[O-]S(C(F)(F)F)(=O)=O.[Yb+3].[O-]S(C(F)(F)F)(=O)=O.[O-]S(C(F)(F)F)(=O)=O.[CH:47](=[O:51])[CH:48]([CH3:50])[CH3:49].O. The catalyst is O1CCCC1. The product is [CH2:1]([O:3][C:4]([C:5]1[CH:10]=[C:9]2[C:8](=[CH:7][CH:6]=1)[NH:11][CH:12]([C:13]1[CH:14]=[CH:15][C:16]([Br:19])=[CH:17][CH:18]=1)[C:48]([CH3:50])([CH3:49])[CH:47]2[OH:51])=[O:20])[CH3:2]. The yield is 1.00. (3) The reactants are [CH2:1]([C:3]1[CH:8]=[CH:7][N:6]=[C:5]([NH2:9])[CH:4]=1)[CH3:2].C([O-])(=O)C.[K+].[I:15]Cl. The catalyst is C(O)(=O)C. The product is [NH2:9][C:5]1[CH:4]=[C:3]([CH2:1][CH3:2])[C:8]([I:15])=[CH:7][N:6]=1. The yield is 0.740. (4) The reactants are [ClH:1].C([N:9]1[CH2:18][CH2:17][C:16]2[N:15]=[C:14]([C:19]([O:21][CH3:22])=[O:20])[CH:13]=[CH:12][C:11]=2[CH2:10]1)C1C=CC=CC=1. The catalyst is CO.[OH-].[Pd+2].[OH-]. The product is [ClH:1].[N:15]1[C:16]2[CH2:17][CH2:18][NH:9][CH2:10][C:11]=2[CH:12]=[CH:13][C:14]=1[C:19]([O:21][CH3:22])=[O:20]. The yield is 1.00.